Dataset: Forward reaction prediction with 1.9M reactions from USPTO patents (1976-2016). Task: Predict the product of the given reaction. (1) Given the reactants [C:1]([O:5][C:6]([N:8]1[CH2:12][C@@H:11]([CH2:13][N:14]([CH:31]([CH3:33])[CH3:32])[C:15](=[O:30])[C:16]2[CH:21]=[CH:20][C:19]([O:22][CH3:23])=[C:18]([O:24][CH2:25][CH2:26][CH2:27][O:28][CH3:29])[CH:17]=2)[C@H:10]([NH2:34])[CH2:9]1)=[O:7])([CH3:4])([CH3:3])[CH3:2].[CH2:35]([S:42](Cl)(=[O:44])=[O:43])[C:36]1[CH:41]=[CH:40][CH:39]=[CH:38][CH:37]=1.C(N(CC)CC)C.C([O-])(O)=O.[Na+], predict the reaction product. The product is: [C:1]([O:5][C:6]([N:8]1[CH2:9][C@@H:10]([NH:34][S:42]([CH2:35][C:36]2[CH:41]=[CH:40][CH:39]=[CH:38][CH:37]=2)(=[O:44])=[O:43])[C@H:11]([CH2:13][N:14]([CH:31]([CH3:32])[CH3:33])[C:15](=[O:30])[C:16]2[CH:21]=[CH:20][C:19]([O:22][CH3:23])=[C:18]([O:24][CH2:25][CH2:26][CH2:27][O:28][CH3:29])[CH:17]=2)[CH2:12]1)=[O:7])([CH3:3])([CH3:4])[CH3:2]. (2) The product is: [Br:3][C:4]1[CH:9]=[CH:8][N:7]=[C:6]2[NH:10][C:11]([CH3:13])=[CH:12][C:5]=12. Given the reactants [OH-].[Na+].[Br:3][C:4]1[CH:9]=[CH:8][N:7]=[C:6]2[N:10](S(C3C=CC=CC=3)(=O)=O)[C:11]([CH3:13])=[CH:12][C:5]=12, predict the reaction product. (3) Given the reactants [F:1][C:2]1[C:7]([F:8])=[CH:6][C:5]([N+:9]([O-])=O)=[CH:4][C:3]=1[C@:12]1([CH3:22])[C@H:18]2[C@H:16]([C:17]2([F:20])[F:19])[S:15][C:14]([NH2:21])=[N:13]1.C(O)(C(F)(F)F)=O.[OH-].[Na+], predict the reaction product. The product is: [NH2:9][C:5]1[CH:6]=[C:7]([F:8])[C:2]([F:1])=[C:3]([C@:12]2([CH3:22])[C@H:18]3[C@H:16]([C:17]3([F:20])[F:19])[S:15][C:14]([NH2:21])=[N:13]2)[CH:4]=1. (4) Given the reactants [CH3:1][C:2]1[CH:7]=[CH:6][C:5]([C:8](=O)[CH2:9][C:10](=O)[C:11]([F:14])([F:13])[F:12])=[CH:4][C:3]=1[C:17]([F:20])([F:19])[F:18].[NH2:21][C:22]1[C:26]([C:27]2[CH:32]=[C:31]([CH3:33])[N:30]=[C:29]([CH3:34])[CH:28]=2)=[CH:25][NH:24][N:23]=1, predict the reaction product. The product is: [CH3:1][C:2]1[CH:7]=[CH:6][C:5]([C:8]2[CH:9]=[C:10]([C:11]([F:14])([F:13])[F:12])[N:23]3[N:24]=[CH:25][C:26]([C:27]4[CH:32]=[C:31]([CH3:33])[N:30]=[C:29]([CH3:34])[CH:28]=4)=[C:22]3[N:21]=2)=[CH:4][C:3]=1[C:17]([F:20])([F:19])[F:18].